Dataset: Catalyst prediction with 721,799 reactions and 888 catalyst types from USPTO. Task: Predict which catalyst facilitates the given reaction. Reactant: [Br:1][C:2]1[CH:3]=[C:4]([CH:8]=[C:9]([Cl:11])[CH:10]=1)[C:5](O)=[O:6].B.C1COCC1. Product: [Br:1][C:2]1[CH:3]=[C:4]([CH2:5][OH:6])[CH:8]=[C:9]([Cl:11])[CH:10]=1. The catalyst class is: 1.